This data is from Full USPTO retrosynthesis dataset with 1.9M reactions from patents (1976-2016). The task is: Predict the reactants needed to synthesize the given product. (1) Given the product [N+:11]([CH:10]([S:14]([C:17]1[CH:18]=[CH:19][C:20]([CH3:23])=[CH:21][CH:22]=1)(=[O:16])=[O:15])[C:8]1[CH:7]=[CH:6][C:5]2[O:1][CH2:2][O:3][C:4]=2[CH:9]=1)#[C-:12], predict the reactants needed to synthesize it. The reactants are: [O:1]1[C:5]2[CH:6]=[CH:7][C:8]([CH:10]([S:14]([C:17]3[CH:22]=[CH:21][C:20]([CH3:23])=[CH:19][CH:18]=3)(=[O:16])=[O:15])[NH:11][CH:12]=O)=[CH:9][C:4]=2[O:3][CH2:2]1.P(Cl)(Cl)(Cl)=O.N1C(C)=CC=CC=1C.C(=O)([O-])O.[Na+]. (2) Given the product [CH3:8][C:4]1[CH:5]=[CH:6][CH:7]=[C:2]([CH3:1])[C:3]=1[C:9]1[CH:14]=[C:13]2[CH:15]=[CH:16][NH:20][C:12]2=[CH:11][N:10]=1, predict the reactants needed to synthesize it. The reactants are: [CH3:1][C:2]1[CH:7]=[CH:6][CH:5]=[C:4]([CH3:8])[C:3]=1[C:9]1[CH:14]=[C:13](/[CH:15]=[CH:16]/N(C)C)[C:12]([N+:20]([O-])=O)=[CH:11][N:10]=1. (3) Given the product [CH:1]([O:4][C:5]([N:7]1[CH2:12][CH2:11][CH:10]([CH:13]2[CH2:17][C:16]3[CH:18]=[C:19]([C:22]4[CH:27]=[CH:26][C:25]([C:28](=[O:30])[N:57]([CH2:56][CH2:55][O:54][CH3:53])[CH3:58])=[CH:24][CH:23]=4)[CH:20]=[CH:21][C:15]=3[O:14]2)[CH2:9][CH2:8]1)=[O:6])([CH3:3])[CH3:2], predict the reactants needed to synthesize it. The reactants are: [CH:1]([O:4][C:5]([N:7]1[CH2:12][CH2:11][CH:10]([CH:13]2[CH2:17][C:16]3[CH:18]=[C:19]([C:22]4[CH:27]=[CH:26][C:25]([C:28]([OH:30])=O)=[CH:24][CH:23]=4)[CH:20]=[CH:21][C:15]=3[O:14]2)[CH2:9][CH2:8]1)=[O:6])([CH3:3])[CH3:2].F[B-](F)(F)F.N1(OC(N(C)C)=[N+](C)C)C2C=CC=CC=2N=N1.[CH3:53][O:54][CH2:55][CH2:56][NH:57][CH3:58]. (4) Given the product [S:3]1[C:7]2[CH:8]=[CH:9][CH:10]=[CH:11][C:6]=2[N:5]=[C:4]1[NH:12][C:13]1[CH:32]=[CH:31][C:16]([O:17][C:18]2[C:19]([C:24]3[CH2:29][CH2:28][CH2:27][CH:26]([OH:30])[CH:25]=3)=[N:20][CH:21]=[CH:22][N:23]=2)=[CH:15][C:14]=1[F:33], predict the reactants needed to synthesize it. The reactants are: [BH4-].[Na+].[S:3]1[C:7]2[CH:8]=[CH:9][CH:10]=[CH:11][C:6]=2[N:5]=[C:4]1[NH:12][C:13]1[CH:32]=[CH:31][C:16]([O:17][C:18]2[C:19]([C:24]3[CH2:29][CH2:28][CH2:27][C:26](=[O:30])[CH:25]=3)=[N:20][CH:21]=[CH:22][N:23]=2)=[CH:15][C:14]=1[F:33].[Cl-].[NH4+].O. (5) Given the product [Cl:12][C:5]1[CH:4]=[C:3]([F:13])[C:2]([NH:1][S:21]([CH3:20])(=[O:23])=[O:22])=[CH:11][C:6]=1[C:7]([O:9][CH3:10])=[O:8], predict the reactants needed to synthesize it. The reactants are: [NH2:1][C:2]1[C:3]([F:13])=[CH:4][C:5]([Cl:12])=[C:6]([CH:11]=1)[C:7]([O:9][CH3:10])=[O:8].N1C=CC=CC=1.[CH3:20][S:21](Cl)(=[O:23])=[O:22]. (6) The reactants are: [C:1]1([NH:7][N:8]=[C:9]([C:12]#[N:13])[C:10]#[N:11])[CH:6]=[CH:5][CH:4]=[CH:3][CH:2]=1.NC1C=CC=CC=1.C(#N)CC#N.[C:26]([NH:34][NH2:35])(=[O:33])[C:27]1[CH:32]=[CH:31][CH:30]=[CH:29][CH:28]=1. Given the product [NH2:11][C:10]1[C:9]([N:8]=[N:7][C:1]2[CH:2]=[CH:3][CH:4]=[CH:5][CH:6]=2)=[C:12]([NH2:13])[N:34]([C:26]([C:27]2[CH:32]=[CH:31][CH:30]=[CH:29][CH:28]=2)=[O:33])[N:35]=1, predict the reactants needed to synthesize it.